Dataset: Reaction yield outcomes from USPTO patents with 853,638 reactions. Task: Predict the reaction yield, written as a fraction of the theoretical maximum amount of product (1.0 means a 100% yield; for example, 0.34 means a 34% yield). (1) The reactants are [CH3:1][O:2][C:3]1[CH:4]=[C:5]2[C:10](=[CH:11][C:12]=1[O:13][CH3:14])[N:9]=[CH:8][CH:7]=[C:6]2[O:15][C:16]1[CH:22]=[CH:21][C:19]([NH2:20])=[C:18]([F:23])[CH:17]=1.ClC(Cl)(O[C:28](=[O:34])OC(Cl)(Cl)Cl)Cl.[NH2:36][N:37]1[CH2:41][CH2:40][CH2:39][CH2:38]1.C(=O)(O)[O-].[Na+]. The catalyst is C(Cl)Cl.C(N(CC)CC)C.C1(C)C=CC=CC=1. The product is [CH3:1][O:2][C:3]1[CH:4]=[C:5]2[C:10](=[CH:11][C:12]=1[O:13][CH3:14])[N:9]=[CH:8][CH:7]=[C:6]2[O:15][C:16]1[CH:22]=[CH:21][C:19]([NH:20][C:28]([NH:36][N:37]2[CH2:41][CH2:40][CH2:39][CH2:38]2)=[O:34])=[C:18]([F:23])[CH:17]=1. The yield is 0.690. (2) The reactants are [CH2:1]([N:5]1[C:13]2[N:12]=[CH:11][N:10]([CH2:14][CH:15]=[CH2:16])[C:9]=2[C:8](=[O:17])[NH:7][C:6]1=[O:18])[CH2:2][CH2:3][CH3:4].C1C(=O)N([Cl:26])C(=O)C1. The catalyst is CN(C=O)C. The product is [CH2:1]([N:5]1[C:13]2[N:12]=[C:11]([Cl:26])[N:10]([CH2:14][CH:15]=[CH2:16])[C:9]=2[C:8](=[O:17])[NH:7][C:6]1=[O:18])[CH2:2][CH2:3][CH3:4]. The yield is 0.640. (3) The reactants are [Cl:1][C:2]1[CH:3]=[CH:4][C:5]([O:17][CH3:18])=[C:6]([CH:16]=1)[C:7]([NH:9][C:10]1[S:11][C:12]([CH3:15])=[CH:13][N:14]=1)=[O:8].[H-].[Na+].Cl[CH2:22][C:23]1[N:24]=[CH:25][S:26][CH:27]=1.O. The catalyst is CN(C=O)C. The product is [Cl:1][C:2]1[CH:3]=[CH:4][C:5]([O:17][CH3:18])=[C:6]([CH:16]=1)[C:7](/[N:9]=[C:10]1\[S:11][C:12]([CH3:15])=[CH:13][N:14]\1[CH2:22][C:23]1[N:24]=[CH:25][S:26][CH:27]=1)=[O:8]. The yield is 0.720. (4) The reactants are [CH:1]1[C:13]2[CH:12]([CH2:14][O:15][C:16](Cl)=[O:17])[C:11]3[C:6](=[CH:7][CH:8]=[CH:9][CH:10]=3)[C:5]=2[CH:4]=[CH:3][CH:2]=1.[CH3:19][NH:20][CH2:21][CH2:22][CH2:23][OH:24].C(N(CC)CC)C. The catalyst is ClCCl.[Cl-].[Na+].O. The product is [OH:24][CH2:23][CH2:22][CH2:21][N:20]([CH3:19])[C:16](=[O:17])[O:15][CH2:14][CH:12]1[C:11]2[CH:10]=[CH:9][CH:8]=[CH:7][C:6]=2[C:5]2[C:13]1=[CH:1][CH:2]=[CH:3][CH:4]=2. The yield is 1.00. (5) The reactants are [H-].[Na+].[CH3:3]N(C=O)C.[CH:8]([N:11]1[C:15]([C:16]2[N:17]=[C:18]3[C:24]4[CH:25]=[CH:26][C:27]([C:29]5[NH:33][C:32]([CH3:34])=[N:31][CH:30]=5)=[CH:28][C:23]=4[O:22][CH2:21][CH2:20][N:19]3[CH:35]=2)=[N:14][CH:13]=[N:12]1)([CH3:10])[CH3:9].IC. The catalyst is C1COCC1.O. The product is [CH3:3][N:31]1[CH:30]=[C:29]([C:27]2[CH:26]=[CH:25][C:24]3[C:18]4[N:19]([CH:35]=[C:16]([C:15]5[N:11]([CH:8]([CH3:10])[CH3:9])[N:12]=[CH:13][N:14]=5)[N:17]=4)[CH2:20][CH2:21][O:22][C:23]=3[CH:28]=2)[N:33]=[C:32]1[CH3:34]. The yield is 0.520. (6) The reactants are [Br:1][C:2]1[CH:7]=[CH:6][C:5]([NH:8][C:9]2[C:10]([C:24]([OH:26])=O)=[CH:11][C:12]3[N:16]([CH2:17][CH2:18][CH2:19][CH:20]=[CH2:21])[CH:15]=[N:14][C:13]=3[C:22]=2[F:23])=[C:4]([CH3:27])[CH:3]=1.CCN(C(C)C)C(C)C.C1CN([P+](ON2N=NC3C=[CH:58][CH:59]=[CH:60][C:55]2=3)(N2CCCC2)N2CCCC2)CC1.F[P-](F)(F)(F)(F)F.Cl.C1([N:74](C)[OH:75])CC1. The catalyst is C1COCC1.C(Cl)Cl.C(OCC)(=O)C. The product is [CH:59]1([CH2:58][O:75][NH:74][C:24]([C:10]2[C:9]([NH:8][C:5]3[CH:6]=[CH:7][C:2]([Br:1])=[CH:3][C:4]=3[CH3:27])=[C:22]([F:23])[C:13]3[N:14]=[CH:15][N:16]([CH2:17][CH2:18][CH2:19][CH:20]=[CH2:21])[C:12]=3[CH:11]=2)=[O:26])[CH2:60][CH2:55]1. The yield is 0.700. (7) The reactants are [NH2:1][C:2]1[N:7]=[C:6]([O:8][CH2:9][CH3:10])[CH:5]=[C:4]([NH2:11])[N:3]=1.[N:12]([O-])=[O:13].[Na+]. The catalyst is C(O)(=O)C.O. The product is [N:12]([C:5]1[C:6]([O:8][CH2:9][CH3:10])=[N:7][C:2]([NH2:1])=[N:3][C:4]=1[NH2:11])=[O:13]. The yield is 0.680.